Predict the reaction yield, written as a fraction of the theoretical maximum amount of product (1.0 means a 100% yield; for example, 0.34 means a 34% yield). From a dataset of Reaction yield outcomes from USPTO patents with 853,638 reactions. (1) The reactants are [NH2:1][C:2]1[C:3]([CH3:26])=[C:4]([C:8]2[C:20]3[C:19]4[C:14](=[CH:15][C:16]([Br:21])=[CH:17][CH:18]=4)[NH:13][C:12]=3[C:11]([C:22]([NH2:24])=[O:23])=[N:10][C:9]=2[CH3:25])[CH:5]=[CH:6][CH:7]=1.[NH:27]1[C:32]2[CH:33]=[CH:34][CH:35]=[CH:36][C:31]=2[C:30](=O)[O:29][C:28]1=O.[N+](O[La](O[N+]([O-])=O)O[N+]([O-])=O)([O-])=O.COC(OC)OC. The catalyst is O1CCCC1.C(OCC)(=O)C. The product is [Br:21][C:16]1[CH:15]=[C:14]2[C:19]([C:20]3[C:8]([C:4]4[CH:5]=[CH:6][CH:7]=[C:2]([N:1]5[C:30](=[O:29])[C:31]6[C:32](=[CH:33][CH:34]=[CH:35][CH:36]=6)[N:27]=[CH:28]5)[C:3]=4[CH3:26])=[C:9]([CH3:25])[N:10]=[C:11]([C:22]([NH2:24])=[O:23])[C:12]=3[NH:13]2)=[CH:18][CH:17]=1. The yield is 0.590. (2) The reactants are [CH3:1][C:2]([C:7]1[O:11][N:10]=[C:9]([C:12]2[CH:17]=[CH:16][CH:15]=[CH:14][CH:13]=2)[N:8]=1)([CH3:6])[C:3]([OH:5])=O.C1C=CC2N(O)N=NC=2C=1.CCN=C=NCCCN(C)C.Cl.[CH2:40]([NH2:44])[CH:41]([CH3:43])[CH3:42]. The catalyst is C(Cl)Cl. The product is [CH2:40]([NH:44][C:3](=[O:5])[C:2]([CH3:1])([C:7]1[O:11][N:10]=[C:9]([C:12]2[CH:17]=[CH:16][CH:15]=[CH:14][CH:13]=2)[N:8]=1)[CH3:6])[CH:41]([CH3:43])[CH3:42]. The yield is 0.520.